From a dataset of Forward reaction prediction with 1.9M reactions from USPTO patents (1976-2016). Predict the product of the given reaction. Given the reactants [CH2:1]([O:3][C:4]([C:6]1[C:7]([CH3:25])=[N:8][C:9]([NH:13][CH2:14][CH2:15][CH2:16][C:17]2[CH:22]=[CH:21][CH:20]=[C:19]([O:23]C)[CH:18]=2)=[N:10][C:11]=1[CH3:12])=[O:5])[CH3:2].B(Br)(Br)Br.C(Cl)Cl, predict the reaction product. The product is: [CH2:1]([O:3][C:4]([C:6]1[C:7]([CH3:25])=[N:8][C:9]([NH:13][CH2:14][CH2:15][CH2:16][C:17]2[CH:22]=[CH:21][CH:20]=[C:19]([OH:23])[CH:18]=2)=[N:10][C:11]=1[CH3:12])=[O:5])[CH3:2].